Task: Regression. Given a peptide amino acid sequence and an MHC pseudo amino acid sequence, predict their binding affinity value. This is MHC class II binding data.. Dataset: Peptide-MHC class II binding affinity with 134,281 pairs from IEDB The peptide sequence is IIGVLEQGKRTLTPQ. The MHC is DRB1_0901 with pseudo-sequence DRB1_0901. The binding affinity (normalized) is 0.315.